This data is from Aqueous solubility values for 9,982 compounds from the AqSolDB database. The task is: Regression/Classification. Given a drug SMILES string, predict its absorption, distribution, metabolism, or excretion properties. Task type varies by dataset: regression for continuous measurements (e.g., permeability, clearance, half-life) or binary classification for categorical outcomes (e.g., BBB penetration, CYP inhibition). For this dataset (solubility_aqsoldb), we predict Y. (1) The compound is CCC(CO)(CO)COCC(CC)(CO)CO. The Y is -1.08 log mol/L. (2) The Y is -5.83 log mol/L. The compound is CCCCCCCCCCNC(=O)NC12CC3CC(CC(C3)C1)C2. (3) The molecule is COC(=O)CCc1cc(C(C)(C)C)c(O)c(C(C)(C)C)c1. The Y is -5.12 log mol/L. (4) The drug is O=C(O)c1ccc(F)c([N+](=O)[O-])c1. The Y is -1.58 log mol/L. (5) The drug is CCCCCCCCCCCCCCCCCCN(CCO)CCO. The Y is -5.78 log mol/L. (6) The molecule is CCCCCCOC(=O)CCCCC(=O)OCCCCCC. The Y is -5.08 log mol/L. (7) The compound is O=C(N=C1C=CC2=C(S(=O)(=O)[O-])C(NNc3ccc4c(S(=O)(=O)[O-])cccc4c3)=CC(=O)C2=C1)Nc1ccc2c(c1)C=C(S(=O)(=O)[O-])/C(=N\Nc1ccc3cccc(S(=O)(=O)[O-])c3c1)C2=O.[Na+].[Na+].[Na+].[Na+]. The Y is -0.687 log mol/L.